From a dataset of Catalyst prediction with 721,799 reactions and 888 catalyst types from USPTO. Predict which catalyst facilitates the given reaction. (1) Reactant: CC(C)C(O[C@H]1[C@H](OC(=O)C(C)C)[C@@H](COC(=O)C(C)C)O[C@H]([O:25][C:26]2[CH:27]=[CH:28][C:29]3[C:35]4[C:36]([O:44][CH3:45])=[C:37]([O:42][CH3:43])[C:38]([O:40][CH3:41])=[CH:39][C:34]=4[CH2:33][CH2:32][C@H:31]([NH:46][C:47](=[O:49])[CH3:48])[C:30]=3[CH:50]=2)[C@@H]1OC(=O)C(C)C)=O.[P:58](Cl)(Cl)([O:60][CH2:61][CH3:62])=[O:59].[OH2:65]. Product: [P:58]([OH:65])([O:60][CH2:61][CH3:62])([O:25][C:26]1[CH:27]=[CH:28][C:29]2[C:35]3[C:36]([O:44][CH3:45])=[C:37]([O:42][CH3:43])[C:38]([O:40][CH3:41])=[CH:39][C:34]=3[CH2:33][CH2:32][C@H:31]([NH:46][C:47](=[O:49])[CH3:48])[C:30]=2[CH:50]=1)=[O:59]. The catalyst class is: 1. (2) Reactant: [O:1]=[C:2]1[C:11]2[CH:10]=[CH:9][CH:8]=[C:7]([C:12](O)=[O:13])[C:6]=2[CH2:5][CH2:4][N:3]1[CH:15]([CH2:19][CH2:20][CH3:21])[CH2:16][CH2:17][CH3:18].Cl.[NH2:23][C@@H:24]([CH2:42][C:43]1[CH:48]=[CH:47][CH:46]=[CH:45][CH:44]=1)[C@H:25]([OH:41])[CH2:26][NH:27][C:28]1([C:31]2[CH:36]=[CH:35][CH:34]=[C:33]([C:37]([F:40])([F:39])[F:38])[CH:32]=2)[CH2:30][CH2:29]1.OC1C2N=NNC=2C=CC=1.Cl.CN(C)CCCN=C=NCC.C(N(CC)C(C)C)(C)C. Product: [CH2:42]([C@H:24]([NH:23][C:12]([C:7]1[C:6]2[CH2:5][CH2:4][N:3]([CH:15]([CH2:16][CH2:17][CH3:18])[CH2:19][CH2:20][CH3:21])[C:2](=[O:1])[C:11]=2[CH:10]=[CH:9][CH:8]=1)=[O:13])[C@H:25]([OH:41])[CH2:26][NH:27][C:28]1([C:31]2[CH:36]=[CH:35][CH:34]=[C:33]([C:37]([F:38])([F:39])[F:40])[CH:32]=2)[CH2:29][CH2:30]1)[C:43]1[CH:48]=[CH:47][CH:46]=[CH:45][CH:44]=1. The catalyst class is: 46. (3) Reactant: [F:1][C:2]1[C:7]2[N:8]=[CH:9][O:10][C:6]=2[CH:5]=[C:4]2[NH:11][C:12](=[O:22])[N:13]([C:14]3[CH:19]=[CH:18][C:17]([I:20])=[CH:16][C:15]=3[F:21])[C:3]=12.C(N(CC)CC)C.[CH:30]1([S:33](Cl)(=[O:35])=[O:34])[CH2:32][CH2:31]1. Product: [CH:30]1([S:33]([N:11]2[C:4]3=[CH:5][C:6]4[O:10][CH:9]=[N:8][C:7]=4[C:2]([F:1])=[C:3]3[N:13]([C:14]3[CH:19]=[CH:18][C:17]([I:20])=[CH:16][C:15]=3[F:21])[C:12]2=[O:22])(=[O:35])=[O:34])[CH2:32][CH2:31]1. The catalyst class is: 64. (4) Reactant: [NH:1]1[C:5](=[O:6])[CH2:4][CH:3]2[CH2:7][CH:8]3[C:13]([CH:2]12)=[CH:12][CH2:11][CH2:10][CH2:9]3.[C:14](O[C:14]([O:16][C:17]([CH3:20])([CH3:19])[CH3:18])=[O:15])([O:16][C:17]([CH3:20])([CH3:19])[CH3:18])=[O:15].CCN(CC)CC.O. Product: [C:17]([O:16][C:14]([N:1]1[C:5](=[O:6])[CH2:4][CH:3]2[CH2:7][CH:8]3[C:13]([CH:2]12)=[CH:12][CH2:11][CH2:10][CH2:9]3)=[O:15])([CH3:20])([CH3:19])[CH3:18]. The catalyst class is: 2. (5) Reactant: N1C=CC=CC=1.[Cl:7][C:8]1[CH:9]=[C:10]([CH:14]=[CH:15][C:16]=1[Cl:17])[C:11](Cl)=[O:12].[CH2:18]([O:20][C:21]([C@:23]1([NH:36][C:37]([O:39][C:40]([CH3:43])([CH3:42])[CH3:41])=[O:38])[C@H:28]([NH2:29])[CH2:27][C@@H:26]2[C@H:24]1[C@@:25]2([F:35])[C:30]([O:32][CH2:33][CH3:34])=[O:31])=[O:22])[CH3:19]. Product: [CH2:18]([O:20][C:21]([C@:23]1([NH:36][C:37]([O:39][C:40]([CH3:42])([CH3:41])[CH3:43])=[O:38])[C@H:28]([NH:29][C:11](=[O:12])[C:10]2[CH:14]=[CH:15][C:16]([Cl:17])=[C:8]([Cl:7])[CH:9]=2)[CH2:27][C@@H:26]2[C@H:24]1[C@@:25]2([F:35])[C:30]([O:32][CH2:33][CH3:34])=[O:31])=[O:22])[CH3:19]. The catalyst class is: 22. (6) Reactant: Cl[C:2]1[C:11]2[C:6](=[CH:7][C:8]([CH3:12])=[CH:9][CH:10]=2)[N:5]=[C:4]([C:13]2[CH:18]=[CH:17][CH:16]=[CH:15][C:14]=2[OH:19])[N:3]=1.C(N(CC)CC)C.C(O)(=O)C(O)=O.[NH:33]1[CH2:38][CH2:37][CH2:36][C@@H:35]([CH2:39][NH:40][C:41](=[O:47])[O:42][C:43]([CH3:46])([CH3:45])[CH3:44])[CH2:34]1. Product: [OH:19][C:14]1[CH:15]=[CH:16][CH:17]=[CH:18][C:13]=1[C:4]1[N:3]=[C:2]([N:33]2[CH2:38][CH2:37][CH2:36][C@@H:35]([CH2:39][NH:40][C:41](=[O:47])[O:42][C:43]([CH3:45])([CH3:44])[CH3:46])[CH2:34]2)[C:11]2[C:6](=[CH:7][C:8]([CH3:12])=[CH:9][CH:10]=2)[N:5]=1. The catalyst class is: 2. (7) Reactant: [C:1]([N:8]1[CH2:13][CH2:12][CH2:11][CH2:10][C@H:9]1[C:14]([OH:16])=O)([O:3][C:4]([CH3:7])([CH3:6])[CH3:5])=[O:2].[CH2:17]([N:24]1[CH2:29][CH2:28][NH:27][CH2:26][CH2:25]1)[C:18]1[CH:23]=[CH:22][CH:21]=[CH:20][CH:19]=1.C(Cl)CCl. Product: [CH2:17]([N:24]1[CH2:29][CH2:28][N:27]([C:14]([C@@H:9]2[CH2:10][CH2:11][CH2:12][CH2:13][N:8]2[C:1]([O:3][C:4]([CH3:5])([CH3:6])[CH3:7])=[O:2])=[O:16])[CH2:26][CH2:25]1)[C:18]1[CH:19]=[CH:20][CH:21]=[CH:22][CH:23]=1. The catalyst class is: 143.